From a dataset of Forward reaction prediction with 1.9M reactions from USPTO patents (1976-2016). Predict the product of the given reaction. (1) Given the reactants [Br:1][C:2]1[CH:3]=[C:4]2[C:9](=[CH:10][CH:11]=1)[NH:8][C:7](=[O:12])[C:6]([C:13]1[S:14][CH:15]=[CH:16][CH:17]=1)=[C:5]2[CH2:18][OH:19].C(OC1C(OC(=O)C)=C(I)C=CC=1)(=O)C.CC1(C)N([O])C(C)(C)CCC1, predict the reaction product. The product is: [Br:1][C:2]1[CH:3]=[C:4]2[C:9](=[CH:10][CH:11]=1)[NH:8][C:7](=[O:12])[C:6]([C:13]1[S:14][CH:15]=[CH:16][CH:17]=1)=[C:5]2[CH:18]=[O:19]. (2) Given the reactants [NH2:1][C:2]1[N:7]=[CH:6][C:5](/[CH:8]=[C:9](\[CH3:15])/[C:10]([O:12]CC)=[O:11])=[CH:4][CH:3]=1.[ClH:16], predict the reaction product. The product is: [ClH:16].[NH2:1][C:2]1[N:7]=[CH:6][C:5](/[CH:8]=[C:9](\[CH3:15])/[C:10]([OH:12])=[O:11])=[CH:4][CH:3]=1. (3) Given the reactants Cl.[OH:2][CH:3]([CH2:17][CH3:18])[CH2:4][NH:5][CH2:6][C:7]1[CH:12]=[CH:11][C:10]([S:13]([NH2:16])(=[O:15])=[O:14])=[CH:9][CH:8]=1.[C:19]([C:27]1[CH:35]=[C:34]([Br:36])[CH:33]=[CH:32][C:28]=1[C:29](O)=[O:30])(=O)[C:20]1[CH:25]=[CH:24][CH:23]=[CH:22][CH:21]=1.ON1C2C=CC=CC=2N=N1.CCN=C=NCCCN(C)C, predict the reaction product. The product is: [Br:36][C:34]1[CH:35]=[C:27]2[C:28](=[CH:32][CH:33]=1)[C:29](=[O:30])[N:5]([CH2:6][C:7]1[CH:8]=[CH:9][C:10]([S:13]([NH2:16])(=[O:14])=[O:15])=[CH:11][CH:12]=1)[C:4]([C:3](=[O:2])[CH2:17][CH3:18])=[C:19]2[C:20]1[CH:25]=[CH:24][CH:23]=[CH:22][CH:21]=1. (4) Given the reactants Br[C:2]1[CH:3]=[CH:4][C:5]2[O:30][CH2:29][C:8]3([C:16]4[C:11](=[CH:12][CH:13]=[CH:14][CH:15]=4)[N:10]([CH2:17][C:18]([NH:20][C:21]4[CH:26]=[CH:25][CH:24]=[CH:23][C:22]=4[F:27])=[O:19])[C:9]3=[O:28])[C:6]=2[CH:7]=1.BrC1C=CC2C3(COC=2C=1)C1C(=CC=CC=1)[N:40]([CH2:47][CH2:48][CH2:49][CH2:50][CH3:51])C3=O, predict the reaction product. The product is: [F:27][C:22]1[CH:23]=[CH:24][CH:25]=[CH:26][C:21]=1[NH:20][C:18](=[O:19])[CH2:17][N:10]1[C:11]2[C:16](=[CH:15][CH:14]=[CH:13][CH:12]=2)[C:8]2([C:6]3[CH:7]=[C:2]([C:50]4[CH:51]=[N:40][CH:47]=[CH:48][CH:49]=4)[CH:3]=[CH:4][C:5]=3[O:30][CH2:29]2)[C:9]1=[O:28]. (5) Given the reactants Cl[C:2]1[N:7]=[C:6]([NH:8][C:9]([C:11]2([C:14]3[CH:24]=[CH:23][C:17]4[O:18][C:19]([F:22])([F:21])[O:20][C:16]=4[CH:15]=3)[CH2:13][CH2:12]2)=[O:10])[CH:5]=[CH:4][C:3]=1[CH3:25].[C:26]1(B(O)O)[CH2:31][CH2:30][CH2:29][CH2:28][CH:27]=1.C(=O)([O-])[O-].[K+].[K+], predict the reaction product. The product is: [C:26]1([C:2]2[N:7]=[C:6]([NH:8][C:9]([C:11]3([C:14]4[CH:24]=[CH:23][C:17]5[O:18][C:19]([F:22])([F:21])[O:20][C:16]=5[CH:15]=4)[CH2:13][CH2:12]3)=[O:10])[CH:5]=[CH:4][C:3]=2[CH3:25])[CH2:31][CH2:30][CH2:29][CH2:28][CH:27]=1.